Dataset: Forward reaction prediction with 1.9M reactions from USPTO patents (1976-2016). Task: Predict the product of the given reaction. (1) The product is: [CH2:32]([S:34]([C:37]1[CH:38]=[C:39]([C:43]2[CH:51]=[CH:50][C:49]([O:52][CH2:53][CH2:54][C:55]#[N:56])=[C:48]3[C:44]=2[C:45]2[CH:62]=[C:61]([CH3:63])[CH:60]=[N:59][C:46]=2[NH:47]3)[CH:40]=[CH:41][CH:42]=1)(=[O:36])=[O:35])[CH3:33]. Given the reactants C(S(C1C=C(C2C=CC(O)=C3C=2C2C=C(C)C=NC=2N3)C=CC=1)(=O)=O)C.BrCCC#N.[CH2:32]([S:34]([C:37]1[CH:38]=[C:39]([C:43]2[CH:51]=[CH:50][C:49]([O:52][CH2:53][CH2:54][CH2:55][N:56](C)C)=[C:48]3[C:44]=2[C:45]2[CH:62]=[C:61]([CH3:63])[CH:60]=[N:59][C:46]=2[NH:47]3)[CH:40]=[CH:41][CH:42]=1)(=[O:36])=[O:35])[CH3:33], predict the reaction product. (2) Given the reactants [C:1]([N:8]1[CH2:14][CH2:13][CH2:12][NH:11][CH2:10][CH2:9]1)([O:3][C:4]([CH3:7])([CH3:6])[CH3:5])=[O:2].O(C(C)(C)C)[Na].[C:21]1([CH3:27])[CH:26]=[CH:25][CH:24]=[CH:23][CH:22]=1.BrC1C=CC=CC=1C, predict the reaction product. The product is: [C:21]1([CH3:27])[CH:26]=[CH:25][CH:24]=[CH:23][C:22]=1[N:11]1[CH2:12][CH2:13][CH2:14][N:8]([C:1]([O:3][C:4]([CH3:7])([CH3:6])[CH3:5])=[O:2])[CH2:9][CH2:10]1.